This data is from Reaction yield outcomes from USPTO patents with 853,638 reactions. The task is: Predict the reaction yield, written as a fraction of the theoretical maximum amount of product (1.0 means a 100% yield; for example, 0.34 means a 34% yield). (1) The reactants are [CH3:1][C:2]1[CH:7]=[C:6]([N:8]2[CH2:13][CH2:12][O:11][CH2:10][CH2:9]2)[CH:5]=[C:4]([CH3:14])[C:3]=1[NH2:15].[CH:16]1([CH2:21][C:22](Cl)=[O:23])[CH2:20][CH2:19][CH2:18][CH2:17]1.O. The catalyst is C(#N)C. The product is [CH:16]1([CH2:21][C:22]([NH:15][C:3]2[C:2]([CH3:1])=[CH:7][C:6]([N:8]3[CH2:13][CH2:12][O:11][CH2:10][CH2:9]3)=[CH:5][C:4]=2[CH3:14])=[O:23])[CH2:20][CH2:19][CH2:18][CH2:17]1. The yield is 0.200. (2) The product is [CH3:1][O:2][C:3]([NH:5][C@@H:6]([CH:7]([CH3:9])[CH3:8])[C:10]([N:12]1[CH2:16][CH2:15][CH2:14][C@H:13]1[C:17]1[NH:18][C:19]2[CH:29]=[CH:28][C:27]3[C:22](=[CH:23][CH:24]=[C:25]4[C:37]5[CH:36]=[CH:35][C:34]([C:38]6[NH:42][C:41]([C@H:43]7[CH2:47][CH2:46][CH2:45][N:44]7[C:62](=[O:63])[C@@H:61]([NH:60][C:58](=[O:59])[O:57][CH3:56])[CH:65]([CH3:67])[CH3:66])=[N:40][CH:39]=6)=[CH:33][C:32]=5[CH2:31][O:30][C:26]4=3)[C:20]=2[N:21]=1)=[O:11])=[O:4]. The reactants are [CH3:1][O:2][C:3]([NH:5][C@H:6]([C:10]([N:12]1[CH2:16][CH2:15][CH2:14][C@H:13]1[C:17]1[NH:18][C:19]2[CH:29]=[CH:28][C:27]3[C:22](=[CH:23][CH:24]=[C:25]4[C:37]5[CH:36]=[CH:35][C:34]([C:38]6[NH:42][C:41]([C@H:43]7[CH2:47][CH2:46][CH2:45][N:44]7C(OC(C)(C)C)=O)=[N:40][CH:39]=6)=[CH:33][C:32]=5[CH2:31][O:30][C:26]4=3)[C:20]=2[N:21]=1)=[O:11])[CH:7]([CH3:9])[CH3:8])=[O:4].Cl.[CH3:56][O:57][C:58]([NH:60][C@@H:61]([CH:65]([CH3:67])[CH3:66])[C:62](O)=[O:63])=[O:59].CN(C(ON1N=NC2C=CC=NC1=2)=[N+](C)C)C.F[P-](F)(F)(F)(F)F.C(N(C(C)C)CC)(C)C. The catalyst is CN(C)C=O.C(#N)C.CO.[OH-].[Na+].C(OCC)(=O)C.C(O)C. The yield is 0.670. (3) The reactants are Cl[C:2]1[N:7]=[CH:6][N:5]=[C:4]([NH:8][CH2:9][C:10]2[CH:15]=[CH:14][C:13]([O:16][CH3:17])=[C:12]([O:18][CH:19]3[CH2:23][CH2:22][CH2:21][CH2:20]3)[CH:11]=2)[CH:3]=1.B([C:27]1[CH:38]=[CH:37][C:30]([CH2:31][C@@H:32]([C:34]([OH:36])=[O:35])[NH2:33])=[CH:29][CH:28]=1)(O)O.C(=O)([O-])[O-].[Na+].[Na+]. The catalyst is Cl[Pd](Cl)([P](C1C=CC=CC=1)(C1C=CC=CC=1)C1C=CC=CC=1)[P](C1C=CC=CC=1)(C1C=CC=CC=1)C1C=CC=CC=1.C(#N)C. The product is [NH2:33][CH:32]([CH2:31][C:30]1[CH:37]=[CH:38][C:27]([C:2]2[CH:3]=[C:4]([NH:8][CH2:9][C:10]3[CH:15]=[CH:14][C:13]([O:16][CH3:17])=[C:12]([O:18][CH:19]4[CH2:23][CH2:22][CH2:21][CH2:20]4)[CH:11]=3)[N:5]=[CH:6][N:7]=2)=[CH:28][CH:29]=1)[C:34]([OH:36])=[O:35]. The yield is 0.0600. (4) The reactants are [C:1]([O:5][C:6]([N:8]1[C:16]2[C:11](=[CH:12][C:13]([CH:17]=[CH2:18])=[CH:14][CH:15]=2)[CH2:10][CH2:9]1)=[O:7])([CH3:4])([CH3:3])[CH3:2].Br[CH:20]([C:25]1[CH:26]=[C:27]([Cl:33])[C:28]([F:32])=[C:29]([Cl:31])[CH:30]=1)[C:21]([F:24])([F:23])[F:22].N1C=CC=CC=1C1C=CC=CN=1. The catalyst is ClC1C=CC=CC=1Cl.Cl[Cu]. The product is [Cl:31][C:29]1[CH:30]=[C:25]([CH:20]([C:21]([F:24])([F:23])[F:22])/[CH:18]=[CH:17]/[C:13]2[CH:12]=[C:11]3[C:16](=[CH:15][CH:14]=2)[N:8]([C:6]([O:5][C:1]([CH3:4])([CH3:3])[CH3:2])=[O:7])[CH2:9][CH2:10]3)[CH:26]=[C:27]([Cl:33])[C:28]=1[F:32]. The yield is 0.610.